This data is from Experimentally validated miRNA-target interactions with 360,000+ pairs, plus equal number of negative samples. The task is: Binary Classification. Given a miRNA mature sequence and a target amino acid sequence, predict their likelihood of interaction. (1) The protein sequence of the target gene is MPRRGYSKPGSWGSFWAMLTLVGLVTHAAQRADVGGEAAGTSINHSQAVLQRLQELLRQGNASDVVLRVQAAGTDEVRVFHAHRLLLGLHSELFLELLSNQSEAVLQEPQDCAAVFDKFIRYLYCGELTVLLTQAIPLHRLATKYGVSSLQRGVADYMRAHLAGGAGPAVGWYHYAVGTGDEALRESCLQFLAWNLSAVAASTEWGAVSPELLWQLLQRSDLVLQDELELFHALEAWLGRARPPPAVAERALRAIRYPMIPPAQLFQLQARSAALARHGPAVADLLLQAYQFHAASPLHY.... The miRNA is hsa-miR-8056 with sequence CGUGGAUUGUCUGGAUGCAU. Result: 0 (no interaction). (2) The miRNA is mmu-miR-302b-3p with sequence UAAGUGCUUCCAUGUUUUAGUAG. Result: 1 (interaction). The protein sequence of the target gene is MDIEDEENMSSSSTDIKENRNLDNMPPKDSSTPGPGEGIPLSNGGGGSTSRKRPLEEGSNGHSKYRLKKRRKTPGPVLPKNALMQLNEIKPGLQYMLLSQTGPVHAPLFVMSVEVNGQVFEGSGPTKKKAKLHAAEKALRSFVQFPNASEAHLAMGRTLSVNTDFTSDQADFPDTLFNGFETPDKSEPPFYVGSNGDDSFSSSGDVSLSASPVPASLTQPPLPIPPPFPPPSGKNPVMILNELRPGLKYDFLSESGESHAKSFVMSVVVDGQFFEGSGRNKKLAKARAAQSALATVFNLH.... (3) The miRNA is hsa-miR-6764-5p with sequence UCCCAGGGUCUGGUCAGAGUUG. The protein sequence of the target gene is MSAPKLLSLGCIFFPLLLFQQARAQFPRQCATVEALRSGMCCPDLSPVSGPGTDRCGSSSGRGRCEAVTADSRPHSPQYPHDGRDDREVWPLRFFNRTCHCNGNFSGHNCGTCRPGWRGAACDQRVLIVRRNLLDLSKEEKNHFVRALDMAKRTTHPLFVIATRRSEEILGPDGNTPQFENISIYNYFVWTHYYSVKKTFLGVGQESFGEVDFSHEGPAFLTWHRYHLLRLEKDMQEMLQEPSFSLPYWNFATGKNVCDICTDDLMGSRSNFDSTLISPNSVFSQWRVVCDSLEDYDTLG.... Result: 0 (no interaction). (4) The miRNA is hsa-miR-4429 with sequence AAAAGCUGGGCUGAGAGGCG. The protein sequence of the target gene is MDQVATLRLESVDLQSSRNNKEHHTQEMGVKRLTVRRGQPFYLRLSFSRPFQSQNDHITFVAETGPKPSELLGTRATFFLTRVQPGNVWSASDFTIDSNSLQVSLFTPANAVIGHYTLKIEISQGQGHSVTYPLGTFILLFNPWSPEDDVYLPSEILLQEYIMRDYGFVYKGHERFITSWPWNYGQFEEDIIDICFEILNKSLYHLKNPAKDCSQRNDVVYVCRVVSAMINSNDDNGVLQGNWGEDYSKGVSPLEWKGSVAILQQWSARGGQPVKYGQCWVFASVMCTVMRCLGVPTRVV.... Result: 0 (no interaction). (5) The miRNA is hsa-miR-6128 with sequence ACUGGAAUUGGAGUCAAAA. The protein sequence of the target gene is MEFHNGGHVSGIGGFLVSLTSRMKPHTLAVTPALIFAITVATIGSFQFGYNTGVINAPETIIKEFINKTLTDKANAPPSEVLLTNLWSLSVAIFSVGGMIGSFSVGLFVNRFGRRNSMLIVNLLAATGGCLMGLCKIAESVEMLILGRLVIGLFCGLCTGFVPMYIGEISPTALRGAFGTLNQLGIVIGILVAQIFGLELILGSEELWPVLLGFTILPAILQSAALPCCPESPRFLLINRKKEENATRILQRLWGTQDVSQDIQEMKDESARMSQEKQVTVLELFRVSSYRQPIIISIVL.... Result: 0 (no interaction). (6) The miRNA is mmu-miR-410-3p with sequence AAUAUAACACAGAUGGCCUGU. The protein sequence of the target gene is MDFSFSFMQGIMGNTIQQPPQLIDSANIRQEDAFDNHSDIVEDGGPTPFEATLQQGFQYPPTTEDLPPLTNGYPPSISLYETQTKYPPYNQYPNGSANGFGAVRNFSPTDYYHSEIPNTRPHEILEKPSPPQPPPPPSVPQTVIPKKTGSPEIKLKITKTIQNGRELFESSLCGDLLNEVQASEHTKSKHESRKEKRKKSNRHESSRSEERRSHKIPKLEPEGQNRPNERVDTAPEKPREEPVLKEAIPVQPILSSVPTTETSTGVKFQVGDLVWSKVGTYPWWPCMVSSDPQLEVHSKI.... Result: 1 (interaction).